From a dataset of M1 muscarinic receptor antagonist screen with 61,756 compounds. Binary Classification. Given a drug SMILES string, predict its activity (active/inactive) in a high-throughput screening assay against a specified biological target. (1) The result is 0 (inactive). The drug is s1c(C(OC(C(=O)NCc2ccccc2)C)=O)ccc1. (2) The compound is Clc1ccc(S(=O)(=O)Nc2cc3nc4n(CCN(C4)Cc4ccccc4)c3cc2)cc1. The result is 0 (inactive). (3) The drug is O(c1cc(C(=O)Nc2c(cc(NC(=O)C(C)C)nc2)C)cc(OC)c1OC)C. The result is 0 (inactive). (4) The drug is S(=O)(=O)(N(CC(=O)NCCN1CCCCCC1)C)c1c2nsnc2ccc1. The result is 0 (inactive). (5) The compound is Brc1n(CC(O)COCc2ccccc2)c2c(n(c(=O)[nH]c2=O)C)n1. The result is 0 (inactive). (6) The drug is O=C(NC1CCCCC1)C(N1CCC(CC1)C(OCC)=O)c1ccc(OC)cc1. The result is 0 (inactive). (7) The drug is s1c2c(n(c(c2)C(=O)Nc2c(CC)cccc2)C)cc1. The result is 0 (inactive).